Dataset: Forward reaction prediction with 1.9M reactions from USPTO patents (1976-2016). Task: Predict the product of the given reaction. (1) Given the reactants [CH3:1][C:2]([C:19]1[CH:24]=[CH:23][N:22]=[C:21]([NH:25][C:26](=[O:32])[O:27][C:28]([CH3:31])([CH3:30])[CH3:29])[CH:20]=1)([CH3:18])[CH2:3][O:4][C:5]1[C:14]2[C:9](=[CH:10][CH:11]=[CH:12][CH:13]=2)[C:8]([N+:15]([O-])=O)=[CH:7][CH:6]=1.CC(O)=O.C(Cl)Cl.[H][H], predict the reaction product. The product is: [NH2:15][C:8]1[C:9]2[C:14](=[CH:13][CH:12]=[CH:11][CH:10]=2)[C:5]([O:4][CH2:3][C:2]([C:19]2[CH:24]=[CH:23][N:22]=[C:21]([NH:25][C:26](=[O:32])[O:27][C:28]([CH3:31])([CH3:30])[CH3:29])[CH:20]=2)([CH3:18])[CH3:1])=[CH:6][CH:7]=1. (2) The product is: [F:20][C:14]([F:19])([S:15]([O-:18])(=[O:17])=[O:16])[CH:13]([O:12][C:7](=[O:8])[C:6]1[CH:10]=[CH:11][C:3]([CH:1]=[CH2:2])=[CH:4][CH:5]=1)[C:21]([F:24])([F:22])[F:23].[C:38]1([S+:31]([C:25]2[CH:26]=[CH:27][CH:28]=[CH:29][CH:30]=2)[C:32]2[CH:37]=[CH:36][CH:35]=[CH:34][CH:33]=2)[CH:39]=[CH:40][CH:41]=[CH:42][CH:43]=1. Given the reactants [CH:1]([C:3]1[CH:11]=[CH:10][C:6]([C:7](Cl)=[O:8])=[CH:5][CH:4]=1)=[CH2:2].[OH:12][CH:13]([C:21]([F:24])([F:23])[F:22])[C:14]([F:20])([F:19])[S:15]([O-:18])(=[O:17])=[O:16].[C:25]1([S+:31]([C:38]2[CH:43]=[CH:42][CH:41]=[CH:40][CH:39]=2)[C:32]2[CH:37]=[CH:36][CH:35]=[CH:34][CH:33]=2)[CH:30]=[CH:29][CH:28]=[CH:27][CH:26]=1.C(N(CC)CC)C.Cl, predict the reaction product. (3) The product is: [CH3:1][O:2][C:3]1[CH:8]=[CH:7][C:6]([S:9]([N:12]=[CH:17][N:18]([CH3:20])[CH3:19])(=[O:11])=[O:10])=[CH:5][C:4]=1[CH2:13][OH:14]. Given the reactants [CH3:1][O:2][C:3]1[CH:8]=[CH:7][C:6]([S:9]([NH2:12])(=[O:11])=[O:10])=[CH:5][C:4]=1[CH2:13][OH:14].CO[CH:17](OC)[N:18]([CH3:20])[CH3:19], predict the reaction product. (4) Given the reactants [C:1]([O:5][C:6]([N:8]1[CH2:13][CH2:12][CH:11]([C:14]([OH:16])=O)[CH2:10][CH2:9]1)=[O:7])([CH3:4])([CH3:3])[CH3:2].C1C=CC2N(O)N=NC=2C=1.[Cl:27][C:28]1[S:32][C:31]([S:33]([NH2:36])(=[O:35])=[O:34])=[CH:30][CH:29]=1.CCN(C(C)C)C(C)C, predict the reaction product. The product is: [Cl:27][C:28]1[S:32][C:31]([S:33]([NH:36][C:14]([CH:11]2[CH2:10][CH2:9][N:8]([C:6]([O:5][C:1]([CH3:2])([CH3:3])[CH3:4])=[O:7])[CH2:13][CH2:12]2)=[O:16])(=[O:35])=[O:34])=[CH:30][CH:29]=1.